From a dataset of Forward reaction prediction with 1.9M reactions from USPTO patents (1976-2016). Predict the product of the given reaction. (1) Given the reactants Cl[C:2]1[N:7]=[CH:6][N:5]=[C:4]([N:8]2[C:12](=[O:13])[C:11]([C:14]3[CH:15]=[N:16][CH:17]=[CH:18][CH:19]=3)=[CH:10][NH:9]2)[CH:3]=1.[NH:20]1[CH2:23][CH:22]([NH:24][C:25](=[O:31])[O:26][C:27]([CH3:30])([CH3:29])[CH3:28])[CH2:21]1, predict the reaction product. The product is: [O:13]=[C:12]1[N:8]([C:4]2[N:5]=[CH:6][N:7]=[C:2]([N:20]3[CH2:23][CH:22]([NH:24][C:25](=[O:31])[O:26][C:27]([CH3:29])([CH3:28])[CH3:30])[CH2:21]3)[CH:3]=2)[NH:9][CH:10]=[C:11]1[C:14]1[CH:15]=[N:16][CH:17]=[CH:18][CH:19]=1. (2) Given the reactants [NH2:1][C:2]1[CH:3]=[C:4]2[C:8](=[CH:9][CH:10]=1)[N:7]([CH2:11][C:12]1[CH:17]=[CH:16][C:15]([F:18])=[CH:14][CH:13]=1)[NH:6][C:5]2=[O:19].[Cl:20][C:21]1[CH:22]=[C:23]([S:27](Cl)(=[O:29])=[O:28])[CH:24]=[CH:25][CH:26]=1, predict the reaction product. The product is: [Cl:20][C:21]1[CH:22]=[C:23]([S:27]([NH:1][C:2]2[CH:3]=[C:4]3[C:8](=[CH:9][CH:10]=2)[N:7]([CH2:11][C:12]2[CH:17]=[CH:16][C:15]([F:18])=[CH:14][CH:13]=2)[NH:6][C:5]3=[O:19])(=[O:29])=[O:28])[CH:24]=[CH:25][CH:26]=1. (3) Given the reactants [CH3:1][N:2]([CH2:12][C:13]1[CH:14]=[C:15]([CH:51]=[CH:52][CH:53]=1)[C:16]([NH:18][C:19]1[CH:24]=[CH:23][C:22]([N:25]2[CH2:30][CH2:29][CH2:28][CH2:27][CH2:26]2)=[CH:21][C:20]=1[C:31]1[CH:32]=[C:33]([CH:48]=[CH:49][N:50]=1)[C:34]([NH:36][CH2:37][C:38]1[CH:43]=[CH:42][CH:41]=[C:40](C(F)(F)F)[CH:39]=1)=[O:35])=[O:17])[CH2:3][CH2:4][N:5]1[CH2:10][CH2:9][N:8](C)[CH2:7][CH2:6]1.C(OC(=O)C)(=O)C.N1C=CC=CC=1, predict the reaction product. The product is: [CH2:37]([NH:36][C:34](=[O:35])[C:33]1[CH:48]=[CH:49][N:50]=[C:31]([C:20]2[CH:21]=[C:22]([N:25]3[CH2:30][CH2:29][CH2:28][CH2:27][CH2:26]3)[CH:23]=[CH:24][C:19]=2[NH:18][C:16](=[O:17])[C:15]2[CH:51]=[CH:52][CH:53]=[C:13]([CH2:12][N:2]([CH3:1])[CH2:3][CH2:4][N:5]3[CH2:10][CH2:9][NH:8][CH2:7][CH2:6]3)[CH:14]=2)[CH:32]=1)[C:38]1[CH:39]=[CH:40][CH:41]=[CH:42][CH:43]=1. (4) Given the reactants [CH2:1]([N:8]1[C:16]([C:17]2[CH:22]=[CH:21][CH:20]=[CH:19][CH:18]=2)=[C:15]2[C:10](C(C(O)=O)=CC=[CH:14]2)=[N:9]1)[C:2]1[CH:7]=[CH:6][CH:5]=[CH:4][CH:3]=1.[Li][CH3:27].[CH2:28]1[CH2:32][O:31][CH2:30][CH2:29]1, predict the reaction product. The product is: [CH2:1]([N:8]1[C:16]([C:17]2[CH:22]=[CH:21][CH:20]=[CH:19][CH:18]=2)=[C:15]2[C:10]([C:28]([C:32](=[O:31])[CH3:27])=[CH:29][CH:30]=[CH:14]2)=[N:9]1)[C:2]1[CH:3]=[CH:4][CH:5]=[CH:6][CH:7]=1. (5) Given the reactants [Br:1][C:2]1[CH:7]=[C:6]([CH3:8])[C:5]([CH:9]2[C:13](=[O:14])[C:12](=[CH:15][CH:16]3[CH2:21][CH2:20][O:19][CH2:18][CH2:17]3)[CH2:11][C:10]2=[O:22])=[C:4]([CH3:23])[CH:3]=1.[H][H], predict the reaction product. The product is: [Br:1][C:2]1[CH:3]=[C:4]([CH3:23])[C:5]([CH:9]2[C:13](=[O:14])[CH:12]([CH2:15][CH:16]3[CH2:21][CH2:20][O:19][CH2:18][CH2:17]3)[CH2:11][C:10]2=[O:22])=[C:6]([CH3:8])[CH:7]=1. (6) The product is: [C:24]([CH:20]1[C:14]2([CH2:19][CH2:18][CH2:17][CH2:16][CH2:15]2)[CH:5]([C:9]([O:11][CH3:1])=[O:10])[C:6](=[O:8])[NH:23][C:21]1=[O:22])#[N:25]. Given the reactants [CH3:1][O-].[Na+].C[C:5](C)([C:9]([O-:11])=[O:10])[C:6]([O-:8])=O.[Na].[C:14]1(=[C:20]([C:24]#[N:25])[C:21]([NH2:23])=[O:22])[CH2:19][CH2:18][CH2:17][CH2:16][CH2:15]1.Cl, predict the reaction product. (7) Given the reactants [C:1](=[S:3])=S.[NH2:4][C:5]1[CH:13]=[CH:12][C:8]([C:9]([OH:11])=[O:10])=[CH:7][C:6]=1[CH3:14].C(N(CC)CC)C.II.Cl.S([O-])([O-])=O.[Na+].[Na+], predict the reaction product. The product is: [N:4]([C:5]1[CH:13]=[CH:12][C:8]([C:9]([OH:11])=[O:10])=[CH:7][C:6]=1[CH3:14])=[C:1]=[S:3].